From a dataset of Reaction yield outcomes from USPTO patents with 853,638 reactions. Predict the reaction yield, written as a fraction of the theoretical maximum amount of product (1.0 means a 100% yield; for example, 0.34 means a 34% yield). (1) The reactants are [CH3:1][C:2]1[N:29]=[C:5]2[NH:6][C:7](=[O:28])[C:8]([CH2:13][C:14]3[CH:19]=[CH:18][C:17]([C:20]4[C:21]([C:26]#[N:27])=[CH:22][CH:23]=[CH:24][CH:25]=4)=[CH:16][CH:15]=3)=[C:9]([CH2:10][CH2:11][CH3:12])[N:4]2[N:3]=1.[CH2:30]([C:32]1[N:37]=[CH:36][C:35]([CH2:38]O)=[CH:34][CH:33]=1)[CH3:31].C(P(CCCC)CCCC)CCC.N(C(N1CCCCC1)=O)=NC(N1CCCCC1)=O. The catalyst is C1COCC1.C(OCC)(=O)C. The product is [CH2:30]([C:32]1[N:37]=[CH:36][C:35]([CH2:38][N:6]2[C:7](=[O:28])[C:8]([CH2:13][C:14]3[CH:19]=[CH:18][C:17]([C:20]4[C:21]([C:26]#[N:27])=[CH:22][CH:23]=[CH:24][CH:25]=4)=[CH:16][CH:15]=3)=[C:9]([CH2:10][CH2:11][CH3:12])[N:4]3[N:3]=[C:2]([CH3:1])[N:29]=[C:5]23)=[CH:34][CH:33]=1)[CH3:31]. The yield is 0.490. (2) The reactants are [CH:1]1([S:4]([C:13]2[CH:18]=[CH:17][C:16]([N+:19]([O-])=O)=[CH:15][CH:14]=2)(=[N:6][C:7](=[O:12])[C:8]([F:11])([F:10])[F:9])=[O:5])[CH2:3][CH2:2]1. The catalyst is [Pd].C(O)C.C1COCC1. The product is [NH2:19][C:16]1[CH:15]=[CH:14][C:13]([S:4]([CH:1]2[CH2:3][CH2:2]2)(=[N:6][C:7](=[O:12])[C:8]([F:11])([F:9])[F:10])=[O:5])=[CH:18][CH:17]=1. The yield is 0.930. (3) The reactants are [OH:1][C@@:2]1([C:9]#[C:10][C:11]2[CH:12]=[C:13]([N:17]3[C:21]4[N:22]=[CH:23][S:24][C:20]=4[C:19]([C:25]([O:27]CC)=O)=[N:18]3)[CH:14]=[CH:15][CH:16]=2)[CH2:6][CH2:5][N:4]([CH3:7])[C:3]1=[O:8].[NH3:30]. The yield is 0.840. The product is [OH:1][C@@:2]1([C:9]#[C:10][C:11]2[CH:12]=[C:13]([N:17]3[C:21]4[N:22]=[CH:23][S:24][C:20]=4[C:19]([C:25]([NH2:30])=[O:27])=[N:18]3)[CH:14]=[CH:15][CH:16]=2)[CH2:6][CH2:5][N:4]([CH3:7])[C:3]1=[O:8]. No catalyst specified. (4) The reactants are [CH3:1][N:2]1[C:7](=[O:8])[C:6]2[C:9]([C:30]3[CH:35]=[CH:34][CH:33]=[CH:32][CH:31]=3)=[C:10]([C:12]3[CH:17]=[CH:16][C:15]([C:18]4([NH:22]C(=O)OC(C)(C)C)[CH2:21][CH2:20][CH2:19]4)=[CH:14][CH:13]=3)[O:11][C:5]=2[N:4]=[C:3]1[S:36][CH3:37].[OH:38]OS([O-])=O.[K+]. The catalyst is C1COCC1.CO.O.C(Cl)Cl. The product is [NH2:22][C:18]1([C:15]2[CH:16]=[CH:17][C:12]([C:10]3[O:11][C:5]4[N:4]=[C:3]([S:36]([CH3:37])=[O:38])[N:2]([CH3:1])[C:7](=[O:8])[C:6]=4[C:9]=3[C:30]3[CH:31]=[CH:32][CH:33]=[CH:34][CH:35]=3)=[CH:13][CH:14]=2)[CH2:21][CH2:20][CH2:19]1. The yield is 0.120. (5) The yield is 1.00. The product is [F:7][C:2]([P:8]([C:13]([F:18])([F:19])[C:14]([F:17])([F:16])[F:15])(=[O:9])[O-:12])([F:1])[C:3]([F:6])([F:5])[F:4].[CH2:25]([N+:20]1[CH:14]=[CH:13][CH:23]=[CH:22][CH:21]=1)[CH3:24]. The reactants are [F:1][C:2]([P:8]([C:13]([F:19])([F:18])[C:14]([F:17])([F:16])[F:15])(=[O:12])[O:9]CC)([F:7])[C:3]([F:6])([F:5])[F:4].[N:20]1[CH:25]=[CH:24][CH:23]=[CH:22][CH:21]=1. No catalyst specified. (6) The reactants are [Si:1]([O:8][CH2:9][CH2:10][CH2:11][NH:12][C:13](=[O:19])[O:14][C:15]([CH3:18])([CH3:17])[CH3:16])([C:4]([CH3:7])([CH3:6])[CH3:5])([CH3:3])[CH3:2].[H-].[Na+].CI.[CH3:24]COC(C)=O.CCCCCC. The catalyst is C1COCC1. The product is [Si:1]([O:8][CH2:9][CH2:10][CH2:11][N:12]([CH3:24])[C:13](=[O:19])[O:14][C:15]([CH3:18])([CH3:17])[CH3:16])([C:4]([CH3:6])([CH3:7])[CH3:5])([CH3:3])[CH3:2]. The yield is 0.920. (7) The reactants are [CH3:1][N:2]1[C:10]([C:11]([O:13]C)=[O:12])=[C:9]2[C:4]([CH:5]=[CH:6][CH:7]=[CH:8]2)=[N:3]1.[OH-].[Na+]. The catalyst is C1COCC1. The product is [CH3:1][N:2]1[C:10]([C:11]([OH:13])=[O:12])=[C:9]2[C:4]([CH:5]=[CH:6][CH:7]=[CH:8]2)=[N:3]1. The yield is 0.910.